Dataset: Full USPTO retrosynthesis dataset with 1.9M reactions from patents (1976-2016). Task: Predict the reactants needed to synthesize the given product. Given the product [NH:12]1[C:9]2[C:10](=[CH:11][C:6]3[CH2:5][CH2:4][CH2:3][CH2:2][NH:1][C:7]=3[CH:8]=2)[CH:18]=[CH:17][C:16]1=[O:15], predict the reactants needed to synthesize it. The reactants are: [NH:1]1[C:7]2[CH:8]=[C:9]([NH2:12])[CH:10]=[CH:11][C:6]=2[CH2:5][CH2:4][CH2:3][CH2:2]1.C([O:15][CH:16]=[CH:17][C:18](Cl)=O)C.